From a dataset of Full USPTO retrosynthesis dataset with 1.9M reactions from patents (1976-2016). Predict the reactants needed to synthesize the given product. (1) Given the product [CH:16]([C:2]1=[C:6]([CH:10]2[CH2:15][CH2:14][O:13][CH2:12][CH2:11]2)[C:7]([O:9][C:3]1=[O:4])=[O:8])([CH3:18])[CH3:17], predict the reactants needed to synthesize it. The reactants are: O[C:2]([CH:16]([CH3:18])[CH3:17])([CH:6]([CH:10]1[CH2:15][CH2:14][O:13][CH2:12][CH2:11]1)[C:7]([OH:9])=[O:8])[C:3](O)=[O:4].CCCCCC.C(OCC)(=O)C. (2) Given the product [Cl:12][C:11]1[CH:10]=[C:5]([C:6](=[O:8])[CH2:21][C:22]2[CH:27]=[CH:26][N:25]=[C:24]([S:28][CH3:29])[N:35]=2)[C:4]([F:13])=[C:3]([NH:14][C:15](=[O:20])[C:16]([CH3:17])([CH3:18])[CH3:19])[CH:2]=1, predict the reactants needed to synthesize it. The reactants are: C[C:2]1[C:11]([Cl:12])=[CH:10][C:5]([C:6]([O:8]C)=O)=[C:4]([F:13])[C:3]=1[NH:14][C:15](=[O:20])[C:16]([CH3:19])([CH3:18])[CH3:17].[CH3:21][C:22]1[CH:27]=[CH:26][N:25]=[C:24]([S:28][CH3:29])C=1.[Li+].C[Si]([N-:35][Si](C)(C)C)(C)C.Cl.